Dataset: Full USPTO retrosynthesis dataset with 1.9M reactions from patents (1976-2016). Task: Predict the reactants needed to synthesize the given product. (1) Given the product [CH3:1][O:2][C:3]1[CH:4]=[CH:5][C:6]([C:9]2([C:15]([O:17][C:18]3[CH:23]=[CH:22][C:21]([C:24]([NH:26][OH:27])=[O:25])=[CH:20][CH:19]=3)=[O:16])[CH2:10][CH2:12][CH2:13][CH2:14]2)=[CH:7][CH:8]=1, predict the reactants needed to synthesize it. The reactants are: [CH3:1][O:2][C:3]1[CH:8]=[CH:7][C:6]([C:9]2([C:15]([O:17][C:18]3[CH:23]=[CH:22][C:21]([C:24]([NH:26][OH:27])=[O:25])=[CH:20][CH:19]=3)=[O:16])[CH2:14][CH2:13][CH2:12]C[CH2:10]2)=[CH:5][CH:4]=1. (2) Given the product [NH2:6][C@:5]1([C:11]2[CH:12]=[C:13]([CH:16]=[CH:17][CH:18]=2)[C:14]#[N:15])[C@H:4]([CH2:8][OH:7])[CH2:3][C@H:2]([CH3:1])[O:10][CH2:9]1, predict the reactants needed to synthesize it. The reactants are: [CH3:1][C@@H:2]1[O:10][CH2:9][C@:5]2([C:11]3[CH:12]=[C:13]([CH:16]=[CH:17][CH:18]=3)[C:14]#[N:15])[NH:6][O:7][CH2:8][C@@H:4]2[CH2:3]1.N[C@]1(C2C=C(C=CC=2Cl)C#N)[C@H](CO)C[C@H](C)OC1. (3) Given the product [C:1]([O:5][C:6]([NH:8][CH2:9][C@H:10]([O:15][C:17]1[C:18]([N+:27]([O-:29])=[O:28])=[CH:19][C:20]([C:23]([O:25][CH3:26])=[O:24])=[CH:21][N:22]=1)[C:11]([O:13][CH3:14])=[O:12])=[O:7])([CH3:4])([CH3:3])[CH3:2], predict the reactants needed to synthesize it. The reactants are: [C:1]([O:5][C:6]([NH:8][CH2:9][C@H:10]([OH:15])[C:11]([O:13][CH3:14])=[O:12])=[O:7])([CH3:4])([CH3:3])[CH3:2].Cl[C:17]1[N:22]=[CH:21][C:20]([C:23]([O:25][CH3:26])=[O:24])=[CH:19][C:18]=1[N+:27]([O-:29])=[O:28].N12CCCN=C1CCCCC2. (4) The reactants are: [F:1][C:2]1[CH:3]=[CH:4][C:5]([O:15][CH3:16])=[C:6]([CH:8](O)[C:9](=[S:13])[N:10]([CH3:12])[CH3:11])[CH:7]=1.[OH-].[Na+]. Given the product [F:1][C:2]1[C:7]2[S:13][C:9]([N:10]([CH3:12])[CH3:11])=[CH:8][C:6]=2[C:5]([O:15][CH3:16])=[CH:4][CH:3]=1, predict the reactants needed to synthesize it. (5) The reactants are: Cl[C:2]1[CH:3]=[CH:4][C:5]2[CH2:6][N:7]([CH3:19])[CH2:8][CH:9]([C:13]3[CH:18]=[CH:17][CH:16]=[CH:15][N:14]=3)[O:10][C:11]=2[N:12]=1.[CH3:20][O:21][C:22]1[CH:23]=[C:24]([CH:26]=[CH:27][C:28]=1[N:29]1[CH:33]=[C:32]([CH3:34])[N:31]=[CH:30]1)[NH2:25].C1(P(C2CCCCC2)C2C=CC=CC=2C2C=CC=CC=2)CCCCC1.C([O-])([O-])=O.[Cs+].[Cs+]. Given the product [CH3:20][O:21][C:22]1[CH:23]=[C:24]([NH:25][C:2]2[CH:3]=[CH:4][C:5]3[CH2:6][N:7]([CH3:19])[CH2:8][CH:9]([C:13]4[CH:18]=[CH:17][CH:16]=[CH:15][N:14]=4)[O:10][C:11]=3[N:12]=2)[CH:26]=[CH:27][C:28]=1[N:29]1[CH:33]=[C:32]([CH3:34])[N:31]=[CH:30]1, predict the reactants needed to synthesize it.